This data is from Forward reaction prediction with 1.9M reactions from USPTO patents (1976-2016). The task is: Predict the product of the given reaction. (1) Given the reactants [CH:1]([C:5]1[CH:10]=[CH:9][C:8]([N:11]2[C:20](=[O:21])[C:19]3[C:14](=[CH:15][CH:16]=[CH:17][CH:18]=3)[N:13]=[C:12]2[C:22]2[CH:23]=[N:24][C:25]([CH2:28]O)=[CH:26][CH:27]=2)=[CH:7][CH:6]=1)([CH2:3][CH3:4])[CH3:2].CCN(C(C)C)C(C)C.CS(Cl)(=O)=O.[NH:44]1[CH2:49][CH2:48][O:47][CH2:46][CH2:45]1, predict the reaction product. The product is: [CH:1]([C:5]1[CH:6]=[CH:7][C:8]([N:11]2[C:20](=[O:21])[C:19]3[C:14](=[CH:15][CH:16]=[CH:17][CH:18]=3)[N:13]=[C:12]2[C:22]2[CH:23]=[N:24][C:25]([CH2:28][N:44]3[CH2:49][CH2:48][O:47][CH2:46][CH2:45]3)=[CH:26][CH:27]=2)=[CH:9][CH:10]=1)([CH2:3][CH3:4])[CH3:2]. (2) Given the reactants [CH:1]1([NH:4][S:5]([C:8]2[C:13]([Cl:14])=[CH:12][CH:11]=[C:10]([N+:15]([O-:17])=[O:16])[C:9]=2Cl)(=[O:7])=[O:6])[CH2:3][CH2:2]1.[H-].[Na+].[OH2:21], predict the reaction product. The product is: [CH:1]1([NH:4][S:5]([C:8]2[C:13]([Cl:14])=[CH:12][CH:11]=[C:10]([N+:15]([O-:17])=[O:16])[C:9]=2[OH:21])(=[O:7])=[O:6])[CH2:3][CH2:2]1. (3) Given the reactants [OH:1][NH:2][C:3](=[NH:32])[C:4]1[CH:31]=[CH:30][C:7]([O:8][C:9]2[CH:10]=[C:11]([CH:21]=[C:22]([O:24][C@@H:25]([CH3:29])[CH2:26][O:27][CH3:28])[CH:23]=2)[C:12]([NH:14][C:15]2[CH:19]=[CH:18][N:17]([CH3:20])[N:16]=2)=[O:13])=[CH:6][CH:5]=1.[CH:33](OC)(OC)OC, predict the reaction product. The product is: [CH3:28][O:27][CH2:26][C@H:25]([CH3:29])[O:24][C:22]1[CH:21]=[C:11]([CH:10]=[C:9]([O:8][C:7]2[CH:6]=[CH:5][C:4]([C:3]3[N:32]=[CH:33][O:1][N:2]=3)=[CH:31][CH:30]=2)[CH:23]=1)[C:12]([NH:14][C:15]1[CH:19]=[CH:18][N:17]([CH3:20])[N:16]=1)=[O:13]. (4) The product is: [CH2:3]([O:33][C@H:32]([CH3:34])[C@@H:31]([C:35]([O:37][CH3:38])=[O:36])[NH:30][C:11]([C:12]1[CH:17]=[CH:16][CH:15]=[CH:14][CH:13]=1)([C:24]1[CH:25]=[CH:26][CH:27]=[CH:28][CH:29]=1)[C:18]1[CH:19]=[CH:20][CH:21]=[CH:22][CH:23]=1)[C:4]1[CH:9]=[CH:8][CH:7]=[CH:6][CH:5]=1. Given the reactants [H-].[Na+].[CH2:3](Br)[C:4]1[CH:9]=[CH:8][CH:7]=[CH:6][CH:5]=1.[C:11]([NH:30][C@H:31]([C:35]([O:37][CH3:38])=[O:36])[C@@H:32]([CH3:34])[OH:33])([C:24]1[CH:29]=[CH:28][CH:27]=[CH:26][CH:25]=1)([C:18]1[CH:23]=[CH:22][CH:21]=[CH:20][CH:19]=1)[C:12]1[CH:17]=[CH:16][CH:15]=[CH:14][CH:13]=1.C([O-])([O-])=O.[Na+].[Na+], predict the reaction product. (5) Given the reactants [NH2:1][N:2]1[C:7](=[O:8])[C:6]([C:9]2[NH:14][C:13]3[CH:15]=[CH:16][CH:17]=[CH:18][C:12]=3[S:11](=[O:20])(=[O:19])[N:10]=2)=[C:5]([OH:21])[C:4]2[S:22][CH:23]=[CH:24][C:3]1=2.[CH3:25][CH:26]1[CH2:31][CH2:30][CH2:29][C:28](=O)[CH2:27]1, predict the reaction product. The product is: [O:19]=[S:11]1(=[O:20])[C:12]2[CH:18]=[CH:17][CH:16]=[CH:15][C:13]=2[NH:14][C:9]([C:6]2[C:7](=[O:8])[N:2]([N:1]=[C:28]3[CH2:29][CH2:30][CH2:31][CH:26]([CH3:25])[CH2:27]3)[C:3]3[CH:24]=[CH:23][S:22][C:4]=3[C:5]=2[OH:21])=[N:10]1. (6) Given the reactants [CH3:1][C@H:2]([C:15]([OH:17])=[O:16])[C:3]1[CH:4]=[CH:5][C:6]2[CH:7]=[C:8]([O:13][CH3:14])[CH:9]=[CH:10][C:11]=2[CH:12]=1.[Cl-].[CH2:19](O)/[CH:20]=[CH:21]\[CH2:22][OH:23].C(N(CC)CC)C.CCOC(C)=O, predict the reaction product. The product is: [CH3:14][O:13][C:8]1[CH:7]=[C:6]2[C:11](=[CH:10][CH:9]=1)[CH:12]=[C:3]([C@H:2]([CH3:1])[C:15]([O:17][CH2:19]/[CH:20]=[CH:21]\[CH2:22][OH:23])=[O:16])[CH:4]=[CH:5]2.